This data is from Reaction yield outcomes from USPTO patents with 853,638 reactions. The task is: Predict the reaction yield, written as a fraction of the theoretical maximum amount of product (1.0 means a 100% yield; for example, 0.34 means a 34% yield). (1) The reactants are [N:1]1([C:7]2[CH:12]=[CH:11][C:10]([NH:13][C:14]([C:16]3[NH:17][C:18]4[C:23]([C:24](=[O:26])[CH:25]=3)=[CH:22][C:21]([O:27][CH3:28])=[CH:20][C:19]=4[Br:29])=[O:15])=[CH:9][CH:8]=2)[CH2:6][CH2:5][O:4][CH2:3][CH2:2]1.[H-].[Na+].[CH3:32][Si:33]([CH3:40])([CH3:39])[CH2:34][CH2:35][O:36][CH2:37]Cl.O. The catalyst is CN1CCCC1=O.CO. The product is [N:1]1([C:7]2[CH:12]=[CH:11][C:10]([NH:13][C:14]([C:16]3[CH:25]=[C:24]([O:26][CH2:37][O:36][CH2:35][CH2:34][Si:33]([CH3:40])([CH3:39])[CH3:32])[C:23]4[C:18](=[C:19]([Br:29])[CH:20]=[C:21]([O:27][CH3:28])[CH:22]=4)[N:17]=3)=[O:15])=[CH:9][CH:8]=2)[CH2:6][CH2:5][O:4][CH2:3][CH2:2]1. The yield is 0.800. (2) The reactants are [Br:1][C:2]1[C:7]2[N:8]([CH3:13])[C:9]([CH2:11][OH:12])=[N:10][C:6]=2[CH:5]=[CH:4][CH:3]=1. The catalyst is C(Cl)Cl.O=[Mn]=O. The product is [Br:1][C:2]1[C:7]2[N:8]([CH3:13])[C:9]([CH:11]=[O:12])=[N:10][C:6]=2[CH:5]=[CH:4][CH:3]=1. The yield is 0.450. (3) The reactants are [Cl:1][C:2]1[CH:3]=[C:4]2[C:9](=[CH:10][C:11]=1[O:12][C:13]1[CH:18]=[CH:17][C:16]([C:19](=[O:34])[NH:20][C:21]3[CH:22]=[N:23][C:24]([C:27]4[CH:32]=[CH:31][CH:30]=[C:29]([Cl:33])[CH:28]=4)=[N:25][CH:26]=3)=[CH:15][CH:14]=1)[O:8][CH2:7][CH2:6][CH:5]2[C:35]([O:37]CC)=[O:36].[OH-].[Na+].C(O)C. The product is [Cl:1][C:2]1[CH:3]=[C:4]2[C:9](=[CH:10][C:11]=1[O:12][C:13]1[CH:14]=[CH:15][C:16]([C:19](=[O:34])[NH:20][C:21]3[CH:26]=[N:25][C:24]([C:27]4[CH:32]=[CH:31][CH:30]=[C:29]([Cl:33])[CH:28]=4)=[N:23][CH:22]=3)=[CH:17][CH:18]=1)[O:8][CH2:7][CH2:6][CH:5]2[C:35]([OH:37])=[O:36]. The yield is 0.350. The catalyst is C1COCC1.C(OCC)(=O)C.Cl. (4) The reactants are [C:1]([N:9]1[CH2:22][CH2:21][C:20]2[C:19]3[CH:18]=[C:17]([O:23][C:24]4[CH:29]=[CH:28][CH:27]=[CH:26][CH:25]=4)[CH:16]=[CH:15][C:14]=3[NH:13][C:12]=2[CH2:11][CH2:10]1)(=O)[C:2]1[CH:7]=[CH:6][CH:5]=[CH:4][CH:3]=1.[H-].[Al+3].[Li+].[H-].[H-].[H-].O.[OH-].[Na+]. The catalyst is O1CCCC1. The product is [CH2:1]([N:9]1[CH2:22][CH2:21][C:20]2[C:19]3[CH:18]=[C:17]([O:23][C:24]4[CH:29]=[CH:28][CH:27]=[CH:26][CH:25]=4)[CH:16]=[CH:15][C:14]=3[NH:13][C:12]=2[CH2:11][CH2:10]1)[C:2]1[CH:3]=[CH:4][CH:5]=[CH:6][CH:7]=1. The yield is 0.990. (5) The reactants are [F:1][C:2]1[C:3]([NH2:17])=[N:4][C:5]([O:8][CH2:9][C:10]2[CH:15]=[CH:14][C:13]([CH3:16])=[CH:12][CH:11]=2)=[N:6][CH:7]=1.C[Si]([N-][Si](C)(C)C)(C)C.[Li+].[C:28]1([CH3:38])[CH:33]=[CH:32][C:31]([S:34](Cl)(=[O:36])=[O:35])=[CH:30][CH:29]=1. The catalyst is C1COCC1. The product is [F:1][C:2]1[C:3]([NH:17][S:34]([C:31]2[CH:32]=[CH:33][C:28]([CH3:38])=[CH:29][CH:30]=2)(=[O:36])=[O:35])=[N:4][C:5]([O:8][CH2:9][C:10]2[CH:15]=[CH:14][C:13]([CH3:16])=[CH:12][CH:11]=2)=[N:6][CH:7]=1. The yield is 0.452.